From a dataset of Reaction yield outcomes from USPTO patents with 853,638 reactions. Predict the reaction yield, written as a fraction of the theoretical maximum amount of product (1.0 means a 100% yield; for example, 0.34 means a 34% yield). (1) The reactants are COC1C=CC(C[NH:8][C:9]2([C:22]#[C:23][C:24]3[CH:25]=[C:26]([CH3:30])[CH:27]=[CH:28][CH:29]=3)[CH2:17][CH2:16][CH2:15][C@@H:14]3[C@H:10]2[CH2:11][CH2:12][N:13]3[C:18]([O:20][CH3:21])=[O:19])=CC=1. The catalyst is CC#N.O. The product is [NH2:8][C@@:9]1([C:22]#[C:23][C:24]2[CH:25]=[C:26]([CH3:30])[CH:27]=[CH:28][CH:29]=2)[CH2:17][CH2:16][CH2:15][C@@H:14]2[C@H:10]1[CH2:11][CH2:12][N:13]2[C:18]([O:20][CH3:21])=[O:19]. The yield is 0.160. (2) The reactants are [CH3:1][O:2][C:3]1[C:4](=[O:27])[C:5]([CH3:26])=[C:6]([CH2:12][C:13]2[CH:14]=[CH:15][C:16]([O:22]C(=O)C)=[C:17]([CH:21]=2)[C:18]([OH:20])=[O:19])[C:7](=[O:11])[C:8]=1[O:9][CH3:10].C(=O)([O-])O.[Na+]. The catalyst is CO.O. The product is [CH3:1][O:2][C:3]1[C:4](=[O:27])[C:5]([CH3:26])=[C:6]([CH2:12][C:13]2[CH:14]=[CH:15][C:16]([OH:22])=[C:17]([CH:21]=2)[C:18]([OH:20])=[O:19])[C:7](=[O:11])[C:8]=1[O:9][CH3:10]. The yield is 0.420. (3) The reactants are [Br:1][C:2]1[CH:11]=[C:10]2[C:5]([NH:6][C:7](=O)[C@H:8]([CH2:12][C:13](OC)=[O:14])[NH:9]2)=[CH:4][CH:3]=1. The catalyst is C1COCC1. The product is [Br:1][C:2]1[CH:11]=[C:10]2[C:5]([NH:6][CH2:7][C@H:8]([CH2:12][CH2:13][OH:14])[NH:9]2)=[CH:4][CH:3]=1. The yield is 0.630. (4) The reactants are [NH:1]1[CH2:6][CH2:5][CH:4]([CH2:7][N:8]2[C:16]3[C:11](=[CH:12][CH:13]=[CH:14][CH:15]=3)[C:10]3([C:20]4=[CH:21][C:22]5[O:26][CH2:25][O:24][C:23]=5[CH:27]=[C:19]4[O:18][CH2:17]3)[C:9]2=[O:28])[CH2:3][CH2:2]1.C=O.[C:31](O[BH-](OC(=O)C)OC(=O)C)(=O)C.[Na+].[Cl:45]C(Cl)C. The catalyst is ClCCl. The product is [ClH:45].[CH3:31][N:1]1[CH2:6][CH2:5][CH:4]([CH2:7][N:8]2[C:16]3[C:11](=[CH:12][CH:13]=[CH:14][CH:15]=3)[C:10]3([C:20]4=[CH:21][C:22]5[O:26][CH2:25][O:24][C:23]=5[CH:27]=[C:19]4[O:18][CH2:17]3)[C:9]2=[O:28])[CH2:3][CH2:2]1. The yield is 0.200. (5) The reactants are [CH3:1][C@H:2]1[C@@:11]2([CH3:27])[C@H:12]([O:22][C:23]([CH2:25][OH:26])=[O:24])[CH2:13][C@:14]([CH:20]=[CH2:21])([CH3:19])[C@@H:15]([OH:18])[C@H:16]([CH3:17])[C@:5]3([C@@H:10]2[C:8](=[O:9])[CH2:7][CH2:6]3)[CH2:4][CH2:3]1.C(N(CC)CC)C.[CH3:35][S:36](Cl)(=[O:38])=[O:37].O. The catalyst is CC(CC(C)C)=O.CCCCCCC. The product is [CH3:1][C@H:2]1[C@:11]2([CH3:27])[C@@H:12]([O:22][C:23]([CH2:25][O:26][S:36]([CH3:35])(=[O:38])=[O:37])=[O:24])[CH2:13][C@@:14]([CH:20]=[CH2:21])([CH3:19])[C@H:15]([OH:18])[C@@H:16]([CH3:17])[C@@:5]3([C@@H:10]2[C:8](=[O:9])[CH2:7][CH2:6]3)[CH2:4][CH2:3]1. The yield is 0.905. (6) The reactants are [CH3:1][CH:2]1[CH2:8][CH2:7][NH:6][CH2:5][CH2:4][NH:3]1.[C:9]([O:13][C:14](O[C:14]([O:13][C:9]([CH3:12])([CH3:11])[CH3:10])=[O:15])=[O:15])([CH3:12])([CH3:11])[CH3:10].C(N(CC)CC)C. The catalyst is CN(C=O)C.C(Cl)Cl. The product is [CH3:1][CH:2]1[CH2:8][CH2:7][N:6]([C:14]([O:13][C:9]([CH3:12])([CH3:11])[CH3:10])=[O:15])[CH2:5][CH2:4][NH:3]1. The yield is 0.170. (7) The reactants are [CH3:1][O:2][C:3]1([C:9]2[CH:10]=[C:11](CBr)[CH:12]=[CH:13][CH:14]=2)[CH2:8][CH2:7][O:6][CH2:5][CH2:4]1.[SH:17][CH2:18][CH2:19][C:20]([O:22][CH3:23])=[O:21].[CH2:24]1CCN2C(=NCCC2)CC1. The catalyst is C1COCC1.C(OCC)(=O)C. The product is [CH3:1][O:2][C:3]1([CH:9]([C:10]2[CH:11]=[CH:12][CH:13]=[CH:14][CH:24]=2)[S:17][CH2:18][CH2:19][C:20]([O:22][CH3:23])=[O:21])[CH2:4][CH2:5][O:6][CH2:7][CH2:8]1. The yield is 0.750.